Dataset: NCI-60 drug combinations with 297,098 pairs across 59 cell lines. Task: Regression. Given two drug SMILES strings and cell line genomic features, predict the synergy score measuring deviation from expected non-interaction effect. (1) Drug 1: CC1=C2C(C(=O)C3(C(CC4C(C3C(C(C2(C)C)(CC1OC(=O)C(C(C5=CC=CC=C5)NC(=O)OC(C)(C)C)O)O)OC(=O)C6=CC=CC=C6)(CO4)OC(=O)C)O)C)O. Drug 2: C1CC(=O)NC(=O)C1N2C(=O)C3=CC=CC=C3C2=O. Cell line: OVCAR-5. Synergy scores: CSS=22.2, Synergy_ZIP=-2.16, Synergy_Bliss=-2.18, Synergy_Loewe=-45.6, Synergy_HSA=-2.26. (2) Drug 1: C1=CC=C(C(=C1)C(C2=CC=C(C=C2)Cl)C(Cl)Cl)Cl. Drug 2: C#CCC(CC1=CN=C2C(=N1)C(=NC(=N2)N)N)C3=CC=C(C=C3)C(=O)NC(CCC(=O)O)C(=O)O. Cell line: LOX IMVI. Synergy scores: CSS=6.20, Synergy_ZIP=-7.35, Synergy_Bliss=-11.3, Synergy_Loewe=-45.9, Synergy_HSA=-13.7. (3) Drug 1: CC12CCC(CC1=CCC3C2CCC4(C3CC=C4C5=CN=CC=C5)C)O. Drug 2: C1=CC(=CC=C1C#N)C(C2=CC=C(C=C2)C#N)N3C=NC=N3. Cell line: UACC62. Synergy scores: CSS=0.550, Synergy_ZIP=-1.01, Synergy_Bliss=-2.44, Synergy_Loewe=-3.14, Synergy_HSA=-2.29. (4) Synergy scores: CSS=42.3, Synergy_ZIP=-1.04, Synergy_Bliss=6.12, Synergy_Loewe=-25.6, Synergy_HSA=6.54. Drug 1: C(CC(=O)O)C(=O)CN.Cl. Drug 2: C1C(C(OC1N2C=NC(=NC2=O)N)CO)O. Cell line: SR.